From a dataset of Reaction yield outcomes from USPTO patents with 853,638 reactions. Predict the reaction yield, written as a fraction of the theoretical maximum amount of product (1.0 means a 100% yield; for example, 0.34 means a 34% yield). (1) The reactants are I[CH2:2][CH3:3].[CH2:4]([O:6][C:7]1([O:20][CH2:21][CH3:22])[CH2:12][CH2:11][N:10]([C@@H:13]2[CH2:17][CH2:16][C@H:15]([CH2:18][OH:19])[CH2:14]2)[CH2:9][CH2:8]1)[CH3:5].[OH-].[K+].C(OCC)C. The catalyst is CS(C)=O.[Cl-].[Na+].O. The product is [CH2:21]([O:20][C:7]1([O:6][CH2:4][CH3:5])[CH2:12][CH2:11][N:10]([C@@H:13]2[CH2:17][CH2:16][C@H:15]([CH2:18][O:19][CH2:2][CH3:3])[CH2:14]2)[CH2:9][CH2:8]1)[CH3:22]. The yield is 0.890. (2) The reactants are [OH:1][C:2]1[C:7]2[C@@:8]3([OH:45])[C@@:21]([O:25][CH3:26])([C@H:22]([OH:24])[CH2:23][C:6]=2[CH:5]=[C:4]([CH3:46])[C:3]=1[C:47]([O:49][CH3:50])=[O:48])[C:20](=[O:27])[C:19]1[C:10](=[CH:11][C:12]2[C:13](=[O:43])[C:14]([NH:30][C@@H:31]4[C@H:36]([O:37][CH3:38])[C@H:35]([OH:39])[C@@H:34]([O:40][CH3:41])[C@H:33]([CH3:42])[O:32]4)=[CH:15][C:16](=O)[C:17]=2[C:18]=1[OH:28])[C:9]3=[O:44].Cl.[NH2:52][OH:53]. The catalyst is CO.N1C=CC=CC=1.C(OCC)(=O)C. The product is [OH:1][C:2]1[C:7]2[C@@:8]3([OH:45])[C@@:21]([O:25][CH3:26])([C@H:22]([OH:24])[CH2:23][C:6]=2[CH:5]=[C:4]([CH3:46])[C:3]=1[C:47]([O:49][CH3:50])=[O:48])[C:20](=[O:27])[C:19]1[C:10](=[CH:11][C:12]2[C:13](=[O:43])[C:14]([NH:30][C@@H:31]4[C@H:36]([O:37][CH3:38])[C@H:35]([OH:39])[C@@H:34]([O:40][CH3:41])[C@H:33]([CH3:42])[O:32]4)=[CH:15]/[C:16](=[N:52]\[OH:53])/[C:17]=2[C:18]=1[OH:28])[C:9]3=[O:44]. The yield is 0.160. (3) The reactants are [CH3:1][C@H:2]([C@@:10]([OH:25])([C:17]1[CH:18]=[CH:19][C:20]([F:24])=[CH:21][C:22]=1[F:23])[CH2:11][N:12]1[N:16]=[CH:15][N:14]=[CH:13]1)[C:3]1[N:8]=[CH:7][N:6]=[CH:5][C:4]=1[F:9].[C@@]12(CS([O-])(=O)=O)C(C)(C)C(CC1)CC2=O.C(=O)(O)[O-].[Na+]. The catalyst is C(OCC)(=O)C. The product is [CH3:1][C@H:2]([C@@:10]([OH:25])([C:17]1[CH:18]=[CH:19][C:20]([F:24])=[CH:21][C:22]=1[F:23])[CH2:11][N:12]1[N:16]=[CH:15][N:14]=[CH:13]1)[C:3]1[N:8]=[CH:7][N:6]=[CH:5][C:4]=1[F:9]. The yield is 0.911. (4) The yield is 0.940. The catalyst is O.[Fe]. The product is [NH2:16][C:10]1[C:11]([C:14]([NH2:15])=[O:24])=[N:12][CH:13]=[C:8]([C:3]2[C:2]([CH3:1])=[CH:7][CH:6]=[CH:5][N:4]=2)[CH:9]=1. The reactants are [CH3:1][C:2]1[C:3]([C:8]2[CH:9]=[C:10]([N+:16]([O-])=O)[C:11]([C:14]#[N:15])=[N:12][CH:13]=2)=[N:4][CH:5]=[CH:6][CH:7]=1.[Cl-].[Ca+2].[Cl-].C([OH:24])C.